Dataset: Catalyst prediction with 721,799 reactions and 888 catalyst types from USPTO. Task: Predict which catalyst facilitates the given reaction. (1) Reactant: [NH2:1][C:2]1[CH:3]=[CH:4][C:5]([C:8]2[NH:13][N:12]=[C:11]([C:14]3[CH:19]=[CH:18][CH:17]=[CH:16][N:15]=3)[NH:10][N:9]=2)=[N:6][CH:7]=1.ClC1C(=O)C(C#N)=C(C#N)C(=O)C=1Cl. Product: [NH2:1][C:2]1[CH:3]=[CH:4][C:5]([C:8]2[N:9]=[N:10][C:11]([C:14]3[CH:19]=[CH:18][CH:17]=[CH:16][N:15]=3)=[N:12][N:13]=2)=[N:6][CH:7]=1. The catalyst class is: 11. (2) The catalyst class is: 35. Reactant: [Br:1][C:2]1[CH:3]=[C:4]([C:11]([N:13]2[CH2:18][CH2:17][O:16][C:15]3[N:19]=[CH:20][C:21]([C:23]4[CH:28]=[CH:27][C:26]([C:29]([F:32])([F:31])[F:30])=[CH:25][CH:24]=4)=[CH:22][C:14]2=3)=[O:12])[CH:5]=[C:6]([Br:10])[C:7]=1[O:8]C.[Br-].[Li+].N1CCNCC1.Cl. Product: [Br:10][C:6]1[CH:5]=[C:4]([C:11]([N:13]2[CH2:18][CH2:17][O:16][C:15]3[N:19]=[CH:20][C:21]([C:23]4[CH:24]=[CH:25][C:26]([C:29]([F:30])([F:32])[F:31])=[CH:27][CH:28]=4)=[CH:22][C:14]2=3)=[O:12])[CH:3]=[C:2]([Br:1])[C:7]=1[OH:8]. (3) Reactant: [Si:1]([O:8][CH2:9][C@H:10]([CH2:26][CH:27]=[CH2:28])[CH2:11][C@H:12]1[CH2:16][O:15][C:14]([CH3:18])([CH3:17])[N:13]1[C:19]([O:21][C:22]([CH3:25])([CH3:24])[CH3:23])=[O:20])([C:4]([CH3:7])([CH3:6])[CH3:5])([CH3:3])[CH3:2].[OH-:29].[Na+].OO. Product: [Si:1]([O:8][CH2:9][C@H:10]([CH2:26][CH2:27][CH2:28][OH:29])[CH2:11][C@H:12]1[CH2:16][O:15][C:14]([CH3:17])([CH3:18])[N:13]1[C:19]([O:21][C:22]([CH3:25])([CH3:24])[CH3:23])=[O:20])([C:4]([CH3:7])([CH3:5])[CH3:6])([CH3:3])[CH3:2]. The catalyst class is: 165. (4) Reactant: [ClH:1].Br[C:3]1[CH:8]=[CH:7][N:6]=[CH:5][CH:4]=1.[C:9]([C:12]1[CH:17]=[CH:16][C:15](B(O)O)=[CH:14][CH:13]=1)([OH:11])=[O:10].C(=O)([O-])[O-].[Na+].[Na+].C(OCC)(=O)C. Product: [ClH:1].[N:6]1[CH:7]=[CH:8][C:3]([C:15]2[CH:16]=[CH:17][C:12]([C:9]([OH:11])=[O:10])=[CH:13][CH:14]=2)=[CH:4][CH:5]=1. The catalyst class is: 398. (5) Reactant: C([O-])(=O)C.[K+].[B:6].[B].[OH:8][C:9]([C:12]([OH:15])([CH3:14])[CH3:13])([CH3:11])[CH3:10].[CH3:16][O:17][C:18]1[CH:36]=[CH:35][C:21]([CH2:22][N:23]2[C:32]3[C:27](=[CH:28][C:29](Br)=[CH:30][CH:31]=3)[CH:26]=[CH:25][C:24]2=[O:34])=[CH:20][CH:19]=1. Product: [CH3:16][O:17][C:18]1[CH:36]=[CH:35][C:21]([CH2:22][N:23]2[C:32]3[C:27](=[CH:28][C:29]([B:6]4[O:15][C:12]([CH3:14])([CH3:13])[C:9]([CH3:11])([CH3:10])[O:8]4)=[CH:30][CH:31]=3)[CH:26]=[CH:25][C:24]2=[O:34])=[CH:20][CH:19]=1. The catalyst class is: 151. (6) Reactant: [CH:1]1([C@H:5]([NH:14][C:15]2[N:23]=[C:22]([C:24]([O:26][CH3:27])=[O:25])[N:21]=[C:20]3[C:16]=2[N:17]([CH2:35][C:36]2[CH:41]=[CH:40][C:39]([C:42]([F:45])([F:44])[F:43])=[CH:38][CH:37]=2)[C:18]([C:28]2[CH:33]=[CH:32][CH:31]=[C:30]([CH3:34])[CH:29]=2)=[N:19]3)[CH2:6][CH2:7][CH2:8]OS(C)(=O)=O)[CH2:4][CH2:3][CH2:2]1.Cl.[CH3:47][NH:48][CH3:49].C(N(CC)CC)C. Product: [CH:1]1([C@H:5]([NH:14][C:15]2[N:23]=[C:22]([C:24]([O:26][CH3:27])=[O:25])[N:21]=[C:20]3[C:16]=2[N:17]([CH2:35][C:36]2[CH:37]=[CH:38][C:39]([C:42]([F:45])([F:44])[F:43])=[CH:40][CH:41]=2)[C:18]([C:28]2[CH:33]=[CH:32][CH:31]=[C:30]([CH3:34])[CH:29]=2)=[N:19]3)[CH2:6][CH2:7][CH2:8][N:48]([CH3:49])[CH3:47])[CH2:2][CH2:3][CH2:4]1. The catalyst class is: 1. (7) Reactant: [CH:1]([C:4]1[N:8]=[C:7]([C:9]2[CH:14]=[CH:13][CH:12]=[CH:11][C:10]=2[CH2:15][OH:16])[O:6][N:5]=1)([CH3:3])[CH3:2]. Product: [CH:1]([C:4]1[N:8]=[C:7]([C:9]2[CH:14]=[CH:13][CH:12]=[CH:11][C:10]=2[CH:15]=[O:16])[O:6][N:5]=1)([CH3:3])[CH3:2]. The catalyst class is: 177. (8) Reactant: [CH:1]1([C:4]2[CH:9]=[CH:8][C:7]([OH:10])=[CH:6][CH:5]=2)[CH2:3][CH2:2]1.[I-].[K+].C(=O)([O-])[O-].[Na+].[Na+].Br[CH2:20][C:21]([O:23][CH3:24])=[O:22]. Product: [CH3:24][O:23][C:21](=[O:22])[CH2:20][O:10][C:7]1[CH:8]=[CH:9][C:4]([CH:1]2[CH2:3][CH2:2]2)=[CH:5][CH:6]=1. The catalyst class is: 21. (9) Reactant: [C:1](Cl)(=[O:3])[CH3:2].[Cl:5][C:6]1[CH:7]=[CH:8][C:9]2[N:15]([CH2:16][C:17]([CH3:21])([CH3:20])[CH2:18][OH:19])[C:14](=[O:22])[C@@H:13]([CH2:23][C:24]([NH:26][C:27]3[CH:32]=[CH:31][C:30]([CH2:33][CH2:34][C:35]([OH:37])=[O:36])=[CH:29][C:28]=3[O:38][CH3:39])=[O:25])[O:12][C@H:11]([C:40]3[CH:45]=[CH:44][CH:43]=[C:42]([O:46][CH3:47])[C:41]=3[O:48][CH3:49])[C:10]=2[CH:50]=1.N1C=CC=CC=1.C(OCC)(=O)C. Product: [C:1]([O:19][CH2:18][C:17]([CH3:20])([CH3:21])[CH2:16][N:15]1[C:9]2[CH:8]=[CH:7][C:6]([Cl:5])=[CH:50][C:10]=2[C@@H:11]([C:40]2[CH:45]=[CH:44][CH:43]=[C:42]([O:46][CH3:47])[C:41]=2[O:48][CH3:49])[O:12][C@H:13]([CH2:23][C:24]([NH:26][C:27]2[CH:32]=[CH:31][C:30]([CH2:33][CH2:34][C:35]([OH:37])=[O:36])=[CH:29][C:28]=2[O:38][CH3:39])=[O:25])[C:14]1=[O:22])(=[O:3])[CH3:2]. The catalyst class is: 6.